Task: Predict which catalyst facilitates the given reaction.. Dataset: Catalyst prediction with 721,799 reactions and 888 catalyst types from USPTO (1) Reactant: C[O:2][CH:3](OC)[C:4]1[CH:9]=[CH:8][N:7]=[C:6]([NH2:10])[N:5]=1.[OH-].[Na+].C([O-])([O-])=O.[K+].[K+].[BH4-].[Na+]. Product: [NH2:10][C:6]1[N:5]=[C:4]([CH2:3][OH:2])[CH:9]=[CH:8][N:7]=1. The catalyst class is: 33. (2) Reactant: [CH2:1]([O:8][C@H:9]1[C@H:14]([O:15][CH2:16][C:17]2[CH:22]=[CH:21][CH:20]=[CH:19][CH:18]=2)[C@@H:13]([O:23][CH2:24][C:25]2[CH:30]=[CH:29][CH:28]=[CH:27][CH:26]=2)[C@@:12]([C:33]2[CH:38]=[CH:37][C:36]([Cl:39])=[C:35]([CH2:40][C:41]3[CH:46]=[CH:45][C:44]([O:47][CH2:48][C:49]([F:52])([F:51])[F:50])=[CH:43][CH:42]=3)[CH:34]=2)([O:31][CH3:32])[O:11][C@@H:10]1[CH:53]=[O:54])[C:2]1[CH:7]=[CH:6][CH:5]=[CH:4][CH:3]=1.[CH2:55]=[O:56].[OH-].[Na+]. Product: [CH2:1]([O:8][C@H:9]1[C@H:14]([O:15][CH2:16][C:17]2[CH:22]=[CH:21][CH:20]=[CH:19][CH:18]=2)[C@@H:13]([O:23][CH2:24][C:25]2[CH:30]=[CH:29][CH:28]=[CH:27][CH:26]=2)[C@@:12]([C:33]2[CH:38]=[CH:37][C:36]([Cl:39])=[C:35]([CH2:40][C:41]3[CH:42]=[CH:43][C:44]([O:47][CH2:48][C:49]([F:51])([F:52])[F:50])=[CH:45][CH:46]=3)[CH:34]=2)([O:31][CH3:32])[O:11][C@:10]1([CH2:55][OH:56])[CH:53]=[O:54])[C:2]1[CH:3]=[CH:4][CH:5]=[CH:6][CH:7]=1. The catalyst class is: 12. (3) Product: [Br:20][CH:19]([Br:21])[C:11]1[C:12]([N+:16]([O-:18])=[O:17])=[CH:13][C:14]([CH3:15])=[C:9]([O:8][CH3:7])[N:10]=1. The catalyst class is: 1. Reactant: CC(C)([O-])C.[K+].[CH3:7][O:8][C:9]1[C:14]([CH3:15])=[CH:13][C:12]([N+:16]([O-:18])=[O:17])=[CH:11][N:10]=1.[CH:19](Br)([Br:21])[Br:20].